Dataset: NCI-60 drug combinations with 297,098 pairs across 59 cell lines. Task: Regression. Given two drug SMILES strings and cell line genomic features, predict the synergy score measuring deviation from expected non-interaction effect. Drug 1: C1CN(CCN1C(=O)CCBr)C(=O)CCBr. Drug 2: C1CC(=O)NC(=O)C1N2C(=O)C3=CC=CC=C3C2=O. Cell line: SN12C. Synergy scores: CSS=20.7, Synergy_ZIP=-3.10, Synergy_Bliss=2.14, Synergy_Loewe=-1.86, Synergy_HSA=-1.76.